Dataset: Full USPTO retrosynthesis dataset with 1.9M reactions from patents (1976-2016). Task: Predict the reactants needed to synthesize the given product. (1) The reactants are: [ClH:1].[CH3:2][C:3]1[C:8]([N+:9]([O-])=O)=[C:7]([NH:12][C:13]2[CH:31]=[CH:30][C:16]([CH2:17][CH2:18][NH:19][C:20](=[O:29])[O:21][CH2:22][C:23]3[CH:28]=[CH:27][CH:26]=[CH:25][CH:24]=3)=[CH:15][CH:14]=2)[CH:6]=[C:5]([CH3:32])[N:4]=1. Given the product [ClH:1].[NH2:9][C:8]1[C:3]([CH3:2])=[N:4][C:5]([CH3:32])=[CH:6][C:7]=1[NH:12][C:13]1[CH:14]=[CH:15][C:16]([CH2:17][CH2:18][NH:19][C:20](=[O:29])[O:21][CH2:22][C:23]2[CH:24]=[CH:25][CH:26]=[CH:27][CH:28]=2)=[CH:30][CH:31]=1, predict the reactants needed to synthesize it. (2) Given the product [CH3:19][C:20]1[CH:21]=[CH:22][C:23]2[N:28]=[N:27][N:26]([CH2:2][CH2:3][CH:4]([S:9][C:10]3[CH:15]=[CH:14][C:13]([N+:16]([O-:18])=[O:17])=[CH:12][CH:11]=3)[C:5]([O:7][CH3:8])=[O:6])[C:25](=[O:29])[C:24]=2[CH:30]=1, predict the reactants needed to synthesize it. The reactants are: O[CH2:2][CH2:3][CH:4]([S:9][C:10]1[CH:15]=[CH:14][C:13]([N+:16]([O-:18])=[O:17])=[CH:12][CH:11]=1)[C:5]([O:7][CH3:8])=[O:6].[CH3:19][C:20]1[CH:21]=[CH:22][C:23]2[N:28]=[N:27][NH:26][C:25](=[O:29])[C:24]=2[CH:30]=1.C1(P(C2C=CC=CC=2)C2C=CC=CC=2)C=CC=CC=1.CC(OC(/N=N/C(OC(C)C)=O)=O)C.